From a dataset of Full USPTO retrosynthesis dataset with 1.9M reactions from patents (1976-2016). Predict the reactants needed to synthesize the given product. (1) Given the product [CH3:13][O:14][C:15]1[CH:23]=[C:22]2[C:18]([CH:19]=[N:20][NH:21]2)=[CH:17][C:16]=1[NH:24][C:2]1[C:3]2[C:10]([C:11]#[N:12])=[CH:9][NH:8][C:4]=2[N:5]=[CH:6][N:7]=1, predict the reactants needed to synthesize it. The reactants are: Cl[C:2]1[C:3]2[C:10]([C:11]#[N:12])=[CH:9][NH:8][C:4]=2[N:5]=[CH:6][N:7]=1.[CH3:13][O:14][C:15]1[CH:23]=[C:22]2[C:18]([CH:19]=[N:20][NH:21]2)=[CH:17][C:16]=1[NH2:24]. (2) Given the product [Br-:1].[Br:1][CH2:2][CH2:3][CH2:4][CH2:5][CH2:6][CH2:7][CH2:8][CH2:9][CH2:10][CH2:11][N+:14]([CH3:16])([CH3:15])[CH3:13], predict the reactants needed to synthesize it. The reactants are: [Br:1][CH2:2][CH2:3][CH2:4][CH2:5][CH2:6][CH2:7][CH2:8][CH2:9][CH2:10][CH2:11]Br.[CH3:13][N:14]([CH3:16])[CH3:15]. (3) Given the product [CH3:22][O:21][CH2:20][CH2:19][CH2:18][N:10]1[C:11]2[C:7](=[CH:6][CH:5]=[C:4]([N+:1]([O-:3])=[O:2])[CH:12]=2)[CH:8]=[N:9]1, predict the reactants needed to synthesize it. The reactants are: [N+:1]([C:4]1[CH:12]=[C:11]2[C:7]([CH:8]=[N:9][NH:10]2)=[CH:6][CH:5]=1)([O-:3])=[O:2].CS(O[CH2:18][CH2:19][CH2:20][O:21][CH3:22])(=O)=O.C([O-])([O-])=O.[K+].[K+].O. (4) Given the product [CH3:11][NH:12][S:7]([C:5]1[S:6][C:2]([Br:1])=[CH:3][CH:4]=1)(=[O:9])=[O:8], predict the reactants needed to synthesize it. The reactants are: [Br:1][C:2]1[S:6][C:5]([S:7](Cl)(=[O:9])=[O:8])=[CH:4][CH:3]=1.[CH3:11][NH2:12].O1CCCC1. (5) Given the product [F:12][C:13]1[CH:20]=[CH:19][C:16]([CH:17]=[N:1][C:2]2[C:7]([C:8]([O:10][CH3:11])=[O:9])=[N:6][CH:5]=[CH:4][N:3]=2)=[CH:15][CH:14]=1, predict the reactants needed to synthesize it. The reactants are: [NH2:1][C:2]1[C:7]([C:8]([O:10][CH3:11])=[O:9])=[N:6][CH:5]=[CH:4][N:3]=1.[F:12][C:13]1[CH:20]=[CH:19][C:16]([CH:17]=O)=[CH:15][CH:14]=1.